From a dataset of Forward reaction prediction with 1.9M reactions from USPTO patents (1976-2016). Predict the product of the given reaction. Given the reactants [N:1]1[CH:6]=[CH:5][C:4]([CH:7]=[CH:8][CH:9]([OH:13])[CH2:10][C:11]#[CH:12])=[CH:3][CH:2]=1.N1C=CC=CC=1.[C:20](OC(=O)C)(=[O:22])[CH3:21], predict the reaction product. The product is: [C:20]([O:13][CH:9]([CH2:10][C:11]#[CH:12])[CH:8]=[CH:7][C:4]1[CH:5]=[CH:6][N:1]=[CH:2][CH:3]=1)(=[O:22])[CH3:21].